From a dataset of Forward reaction prediction with 1.9M reactions from USPTO patents (1976-2016). Predict the product of the given reaction. (1) Given the reactants [CH:1]1([C:7]([C:9]2[C:10]3[CH:17]=[CH:16][N:15]([Si](C(C)C)(C(C)C)C(C)C)[C:11]=3[N:12]=[CH:13][N:14]=2)=[O:8])[CH2:6][CH2:5][CH2:4][CH2:3][CH2:2]1.Cl.CO, predict the reaction product. The product is: [CH:1]1([C:7]([C:9]2[C:10]3[CH:17]=[CH:16][NH:15][C:11]=3[N:12]=[CH:13][N:14]=2)=[O:8])[CH2:2][CH2:3][CH2:4][CH2:5][CH2:6]1. (2) Given the reactants [NH2:1][C@H:2]1[CH2:6][CH2:5][N:4]([C:7]([O:9][C:10]([CH3:13])([CH3:12])[CH3:11])=[O:8])[CH2:3]1.CC1C=CC(S(O[C@H:25]2[CH2:29][CH2:28][O:27][CH2:26]2)(=O)=O)=CC=1.C(=O)([O-])[O-].[K+].[K+], predict the reaction product. The product is: [O:27]1[CH2:28][CH2:29][C@@H:25]([NH:1][C@H:2]2[CH2:6][CH2:5][N:4]([C:7]([O:9][C:10]([CH3:13])([CH3:12])[CH3:11])=[O:8])[CH2:3]2)[CH2:26]1. (3) Given the reactants [NH2:1][C@@H:2]1[C:16](=[O:17])[N:15]2[CH2:18][C@H:19]([O:21][C:22]3[C:23]4[S:36][CH:35]=[CH:34][C:24]=4[N:25]=[C:26]([C:28]4[CH:33]=[CH:32][CH:31]=[CH:30][N:29]=4)[N:27]=3)[CH2:20][C@H:14]2[C:13](=[O:37])[NH:12][C@:11]2([C:39]([O:41][CH3:42])=[O:40])[CH2:38][C@H:10]2[CH:9]=[CH:8][CH2:7][CH2:6][CH2:5][CH2:4][CH2:3]1.[CH:43]1([CH2:46][C:47](O)=[O:48])[CH2:45][CH2:44]1.C(N(CC)CC)C.CN(C(ON1N=NC2C=CC=NC1=2)=[N+](C)C)C.F[P-](F)(F)(F)(F)F.C(=O)(O)[O-].[Na+], predict the reaction product. The product is: [CH:43]1([CH2:46][C:47]([NH:1][C@@H:2]2[C:16](=[O:17])[N:15]3[CH2:18][C@H:19]([O:21][C:22]4[C:23]5[S:36][CH:35]=[CH:34][C:24]=5[N:25]=[C:26]([C:28]5[CH:33]=[CH:32][CH:31]=[CH:30][N:29]=5)[N:27]=4)[CH2:20][C@H:14]3[C:13](=[O:37])[NH:12][C@:11]3([C:39]([O:41][CH3:42])=[O:40])[CH2:38][C@H:10]3[CH:9]=[CH:8][CH2:7][CH2:6][CH2:5][CH2:4][CH2:3]2)=[O:48])[CH2:45][CH2:44]1. (4) Given the reactants [CH3:1][O:2][C:3]([NH:5][C@@H:6]([CH:57]([CH3:59])[CH3:58])[C:7]([N:9]1[CH2:13][C@@H:12]([S:14][CH3:15])[CH2:11][C@H:10]1[C:16]([NH:18][CH2:19][C:20]([C:22]1[CH:27]=[CH:26][C:25]([C:28]2[CH:33]=[CH:32][C:31]([C:34]3[NH:38][C:37]([C@@H:39]4[CH2:43][C@H:42]([CH2:44][O:45][CH3:46])[CH2:41][N:40]4C(OCC4C=CC=CC=4)=O)=[N:36][CH:35]=3)=[CH:30][CH:29]=2)=[CH:24][CH:23]=1)=O)=O)=[O:8])=[O:4].[C:60]1(C)C=[CH:64][CH:63]=[CH:62][CH:61]=1.C([O-])(=O)C.[NH4+:71].[CH3:72][CH2:73][O:74][C:75](C)=[O:76], predict the reaction product. The product is: [CH3:1][O:2][C:3]([NH:5][C@@H:6]([CH:57]([CH3:59])[CH3:58])[C:7]([N:9]1[CH2:13][C@@H:12]([S:14][CH3:15])[CH2:11][C@H:10]1[C:16]1[NH:71][C:20]([C:22]2[CH:23]=[CH:24][C:25]([C:28]3[CH:29]=[CH:30][C:31]([C:34]4[NH:38][C:37]([C@@H:39]5[CH2:43][C@H:42]([CH2:44][O:45][CH3:46])[CH2:41][N:40]5[C:75]([O:74][CH2:73][C:72]5[CH:64]=[CH:63][CH:62]=[CH:61][CH:60]=5)=[O:76])=[N:36][CH:35]=4)=[CH:32][CH:33]=3)=[CH:26][CH:27]=2)=[CH:19][N:18]=1)=[O:8])=[O:4]. (5) Given the reactants [N:1]1([C:5]([C:7]2[N:12]=[CH:11][C:10](Br)=[CH:9][N:8]=2)=[O:6])[CH2:4][CH2:3][CH2:2]1.[OH:14][C:15]1[CH:16]=[C:17]([CH:22]=[C:23]([O:25][C@@H:26]([CH3:30])[CH2:27][O:28][CH3:29])[CH:24]=1)[C:18]([O:20]C)=[O:19].C(=O)([O-])[O-].[Cs+].[Cs+], predict the reaction product. The product is: [N:1]1([C:5]([C:7]2[N:12]=[CH:11][C:10]([O:14][C:15]3[CH:16]=[C:17]([CH:22]=[C:23]([O:25][C@@H:26]([CH3:30])[CH2:27][O:28][CH3:29])[CH:24]=3)[C:18]([OH:20])=[O:19])=[CH:9][N:8]=2)=[O:6])[CH2:4][CH2:3][CH2:2]1. (6) The product is: [NH:6]1[C:5]2[CH:9]=[CH:10][C:2]([NH:1][C:12]([NH:11][CH2:14][C:15]3[CH:20]=[CH:19][CH:18]=[CH:17][CH:16]=3)=[S:13])=[CH:3][C:4]=2[N:8]=[CH:7]1. Given the reactants [NH2:1][C:2]1[CH:10]=[CH:9][C:5]2[NH:6][CH:7]=[N:8][C:4]=2[CH:3]=1.[N:11]([CH2:14][C:15]1[CH:20]=[CH:19][CH:18]=[CH:17][CH:16]=1)=[C:12]=[S:13], predict the reaction product. (7) Given the reactants Br[C:2]1[CH:3]=[CH:4][C:5]([O:9][CH3:10])=[C:6]([CH3:8])[CH:7]=1.[CH2:11]([OH:15])[CH2:12][C:13]#[CH:14].C(N(CC)CC)C.O, predict the reaction product. The product is: [CH3:10][O:9][C:5]1[CH:4]=[CH:3][C:2]([C:14]#[C:13][CH2:12][CH2:11][OH:15])=[CH:7][C:6]=1[CH3:8].